This data is from Reaction yield outcomes from USPTO patents with 853,638 reactions. The task is: Predict the reaction yield, written as a fraction of the theoretical maximum amount of product (1.0 means a 100% yield; for example, 0.34 means a 34% yield). The reactants are Cl[CH2:2][C:3]1[CH:4]=[C:5]([O:12][CH3:13])[C:6]2[O:10][CH2:9][O:8][C:7]=2[CH:11]=1.[C-:14]#[N:15].[Na+].O. The catalyst is CS(C)=O. The product is [CH3:13][O:12][C:5]1[C:6]2[O:10][CH2:9][O:8][C:7]=2[CH:11]=[C:3]([CH2:2][C:14]#[N:15])[CH:4]=1. The yield is 0.450.